Dataset: Catalyst prediction with 721,799 reactions and 888 catalyst types from USPTO. Task: Predict which catalyst facilitates the given reaction. (1) Reactant: Br[C:2]1[C:7]([NH2:8])=[CH:6][N:5]=[CH:4][N:3]=1.[C:9]1(B(O)O)[CH:14]=[CH:13][CH:12]=[CH:11][CH:10]=1.C([O-])([O-])=O.[Na+].[Na+].C1(C)C=CC=CC=1. Product: [C:9]1([C:2]2[C:7]([NH2:8])=[CH:6][N:5]=[CH:4][N:3]=2)[CH:14]=[CH:13][CH:12]=[CH:11][CH:10]=1. The catalyst class is: 75. (2) Reactant: [I:1][C:2]1[CH:7]=[C:6]([C:8]([F:11])([F:10])[F:9])[CH:5]=[CH:4][C:3]=1[NH2:12].[CH3:13][S:14](Cl)(=[O:16])=[O:15]. Product: [I:1][C:2]1[CH:7]=[C:6]([C:8]([F:10])([F:11])[F:9])[CH:5]=[CH:4][C:3]=1[NH:12][S:14]([CH3:13])(=[O:16])=[O:15]. The catalyst class is: 377. (3) Reactant: [OH:1][C:2]1[CH:21]=[CH:20][C:5]([O:6][C:7]2[C:12]([I:13])=[CH:11][C:10]([CH2:14][C:15]([O:17][CH3:18])=[O:16])=[CH:9][C:8]=2[I:19])=[CH:4][CH:3]=1.[CH3:22][Si](C=[N+]=[N-])(C)C. Product: [CH3:22][O:1][C:2]1[CH:3]=[CH:4][C:5]([O:6][C:7]2[C:8]([I:19])=[CH:9][C:10]([CH2:14][C:15]([O:17][CH3:18])=[O:16])=[CH:11][C:12]=2[I:13])=[CH:20][CH:21]=1. The catalyst class is: 98.